Dataset: Forward reaction prediction with 1.9M reactions from USPTO patents (1976-2016). Task: Predict the product of the given reaction. (1) Given the reactants C(OC([NH:11][C@H:12]1[CH2:17][CH2:16][CH2:15][N:14]([P:18]([NH:27][C:28]2[CH:33]=[CH:32][CH:31]=[CH:30][CH:29]=2)([NH:20][C:21]2[CH:26]=[CH:25][CH:24]=[CH:23][CH:22]=2)=[O:19])[C:13]1=[O:34])=O)C1C=CC=CC=1, predict the reaction product. The product is: [NH2:11][C@H:12]1[CH2:17][CH2:16][CH2:15][N:14]([P:18]([NH:27][C:28]2[CH:33]=[CH:32][CH:31]=[CH:30][CH:29]=2)([NH:20][C:21]2[CH:26]=[CH:25][CH:24]=[CH:23][CH:22]=2)=[O:19])[C:13]1=[O:34]. (2) Given the reactants CS([C:5]1[N:10]=[C:9]([C:11]([NH2:13])=[O:12])[CH:8]=[C:7]([C:14]2[CH:19]=[CH:18][CH:17]=[CH:16][CH:15]=2)[N:6]=1)(=O)=O.CCN(C(C)C)C(C)C.[CH3:29][NH:30][CH2:31][CH2:32][C:33]1[CH:38]=[CH:37][CH:36]=[CH:35][CH:34]=1, predict the reaction product. The product is: [CH3:29][N:30]([CH2:31][CH2:32][C:33]1[CH:38]=[CH:37][CH:36]=[CH:35][CH:34]=1)[C:5]1[N:10]=[C:9]([C:11]([NH2:13])=[O:12])[CH:8]=[C:7]([C:14]2[CH:19]=[CH:18][CH:17]=[CH:16][CH:15]=2)[N:6]=1. (3) Given the reactants C(Cl)(=O)C(Cl)=O.[F:7][C:8]1[CH:13]=[CH:12][C:11]([O:14][C:15]2[CH:16]=[C:17]([CH:21]=[C:22]([O:24][CH2:25][C:26]3[CH:31]=[CH:30][CH:29]=[CH:28][CH:27]=3)[CH:23]=2)[C:18](O)=[O:19])=[CH:10][CH:9]=1.[NH2:32][C:33]1[CH:42]=[CH:41][C:36]([C:37]([O:39][CH3:40])=[O:38])=[CH:35][N:34]=1.N1C=CC=CC=1, predict the reaction product. The product is: [F:7][C:8]1[CH:9]=[CH:10][C:11]([O:14][C:15]2[CH:16]=[C:17]([C:18]([NH:32][C:33]3[N:34]=[CH:35][C:36]([C:37]([O:39][CH3:40])=[O:38])=[CH:41][CH:42]=3)=[O:19])[CH:21]=[C:22]([O:24][CH2:25][C:26]3[CH:31]=[CH:30][CH:29]=[CH:28][CH:27]=3)[CH:23]=2)=[CH:12][CH:13]=1. (4) The product is: [Cl:1][C:2]1[CH:3]=[C:4]([C:12]2[N:16]=[C:15]([C:17]3[CH:22]=[CH:21][C:20]([C:23]([NH:26][CH2:27][CH2:28][C:29]([OH:31])=[O:30])([CH3:25])[CH3:24])=[CH:19][CH:18]=3)[O:14][N:13]=2)[CH:5]=[CH:6][C:7]=1[O:8][CH:9]([CH3:11])[CH3:10]. Given the reactants [Cl:1][C:2]1[CH:3]=[C:4]([C:12]2[N:16]=[C:15]([C:17]3[CH:22]=[CH:21][C:20]([C:23]([NH:26][CH2:27][CH2:28][C:29]([O:31]C)=[O:30])([CH3:25])[CH3:24])=[CH:19][CH:18]=3)[O:14][N:13]=2)[CH:5]=[CH:6][C:7]=1[O:8][CH:9]([CH3:11])[CH3:10].[OH-].[Na+].C(O)(=O)C.Cl, predict the reaction product. (5) Given the reactants [Cl:1][C:2]1[CH:3]=[C:4]([CH:21]=[CH:22][CH:23]=1)[CH2:5][NH:6][C:7]1[N:20]=[C:10]2[C:11]([O:18][CH3:19])=[CH:12][C:13]([C:15]([OH:17])=O)=[CH:14][N:9]2[N:8]=1.[CH3:24][CH:25]1[CH2:30][NH:29][CH:28]([C:31]([OH:34])([CH3:33])[CH3:32])[CH2:27][O:26]1.C(N(CC)C(C)C)(C)C.CN(C(ON1N=NC2C=CC=NC1=2)=[N+](C)C)C.F[P-](F)(F)(F)(F)F, predict the reaction product. The product is: [Cl:1][C:2]1[CH:3]=[C:4]([CH:21]=[CH:22][CH:23]=1)[CH2:5][NH:6][C:7]1[N:20]=[C:10]2[C:11]([O:18][CH3:19])=[CH:12][C:13]([C:15]([N:29]3[CH:28]([C:31]([OH:34])([CH3:32])[CH3:33])[CH2:27][O:26][CH:25]([CH3:24])[CH2:30]3)=[O:17])=[CH:14][N:9]2[N:8]=1. (6) Given the reactants [Br:1][C:2]1[CH:3]=[N:4][CH:5]=[C:6]([N+:9]([O-:11])=[O:10])[C:7]=1O.P(Cl)(Cl)[Cl:13].C(N(CC)C1C=CC=CC=1)C, predict the reaction product. The product is: [Br:1][C:2]1[CH:3]=[N:4][CH:5]=[C:6]([N+:9]([O-:11])=[O:10])[C:7]=1[Cl:13]. (7) Given the reactants [CH:1]1[C:10]2[CH:9]=[CH:8][CH:7]=[C:6]([NH2:11])[C:5]=2[CH:4]=[CH:3][N:2]=1.O=[C:13]1[CH2:17][CH2:16][N:15](C(OC(C)(C)C)=O)[CH2:14]1.[BH-](OC(C)=O)(OC(C)=O)OC(C)=O.[Na+], predict the reaction product. The product is: [NH:15]1[CH2:16][CH2:17][CH:13]([NH:11][C:6]2[C:5]3[CH:4]=[CH:3][N:2]=[CH:1][C:10]=3[CH:9]=[CH:8][CH:7]=2)[CH2:14]1.